Dataset: Catalyst prediction with 721,799 reactions and 888 catalyst types from USPTO. Task: Predict which catalyst facilitates the given reaction. (1) Reactant: C([O-])(O)=O.[Na+].[Cl:6][C:7]1[CH:8]=[C:9]([C:14]2[N:18]([C:19]3[CH:24]=[CH:23][CH:22]=[C:21]([Cl:25])[C:20]=3[F:26])[C:17]([C:27]3[CH:32]=[CH:31][CH:30]=[CH:29][C:28]=3[NH:33][CH2:34][CH2:35][C:36]([NH:38][NH2:39])=[O:37])=[N:16][C:15]=2[C:40]([NH2:42])=[O:41])[CH:10]=[CH:11][C:12]=1[F:13].O1CCOCC1.[N:49]#[C:50]Br. Product: [NH2:49][C:50]1[O:37][C:36]([CH2:35][CH2:34][NH:33][C:28]2[CH:29]=[CH:30][CH:31]=[CH:32][C:27]=2[C:17]2[N:18]([C:19]3[CH:24]=[CH:23][CH:22]=[C:21]([Cl:25])[C:20]=3[F:26])[C:14]([C:9]3[CH:10]=[CH:11][C:12]([F:13])=[C:7]([Cl:6])[CH:8]=3)=[C:15]([C:40]([NH2:42])=[O:41])[N:16]=2)=[N:38][N:39]=1. The catalyst class is: 238. (2) Reactant: [F:1][C:2]([F:19])([F:18])[C:3]1[CH:4]=[C:5]([NH:13][C:14](=[O:17])[CH2:15]Cl)[CH:6]=[C:7]([C:9]([F:12])([F:11])[F:10])[CH:8]=1.[NH:20]1[CH2:25][CH2:24][NH:23][CH2:22][C:21]1=[O:26].C([O-])([O-])=O.[K+].[K+]. Product: [F:1][C:2]([F:19])([F:18])[C:3]1[CH:4]=[C:5]([NH:13][C:14](=[O:17])[CH2:15][N:23]2[CH2:24][CH2:25][NH:20][C:21](=[O:26])[CH2:22]2)[CH:6]=[C:7]([C:9]([F:12])([F:11])[F:10])[CH:8]=1. The catalyst class is: 210. (3) Reactant: [OH:1][C:2]1[CH:7]=[CH:6][CH:5]=[CH:4][C:3]=1[CH2:8][C:9](O)=[O:10].CCN(CC)CC.ClC(OCC)=O.[BH4-].[Na+]. Product: [OH:10][CH2:9][CH2:8][C:3]1[CH:4]=[CH:5][CH:6]=[CH:7][C:2]=1[OH:1]. The catalyst class is: 1. (4) Reactant: Cl[CH2:2][CH2:3][C:4]([NH:6][C:7]1[CH:12]=[C:11]([NH:13][C:14]2[N:19]=[C:18]([C:20]3[C:28]4[C:23](=[CH:24][CH:25]=[CH:26][CH:27]=4)[N:22]([CH3:29])[CH:21]=3)[CH:17]=[CH:16][N:15]=2)[C:10]([O:30][CH3:31])=[CH:9][C:8]=1[N:32]([CH2:34][CH2:35][N:36]([CH3:38])[CH3:37])[CH3:33])=[O:5].C(N(CC)CC)C.O. Product: [CH3:38][N:36]([CH3:37])[CH2:35][CH2:34][N:32]([CH3:33])[C:8]1[CH:9]=[C:10]([O:30][CH3:31])[C:11]([NH:13][C:14]2[N:19]=[C:18]([C:20]3[C:28]4[C:23](=[CH:24][CH:25]=[CH:26][CH:27]=4)[N:22]([CH3:29])[CH:21]=3)[CH:17]=[CH:16][N:15]=2)=[CH:12][C:7]=1[NH:6][C:4](=[O:5])[CH:3]=[CH2:2]. The catalyst class is: 10. (5) Reactant: Cl[C:2]1[N:3]=[CH:4][C:5]2[N:11]([CH3:12])[C:10](=[O:13])[C:9]([F:15])([F:14])[CH2:8][N:7]([CH:16]3[CH2:21][CH2:20][CH2:19][CH2:18][CH2:17]3)[C:6]=2[N:22]=1.O.C1(C)C(S(O)(=O)=O)=CC=CC=1.[NH2:35][C:36]1[CH:49]=[CH:48][C:39]([C:40]([NH:42][CH2:43][CH2:44][N:45]([CH3:47])[CH3:46])=[O:41])=[CH:38][C:37]=1[O:50][CH3:51]. Product: [CH:16]1([N:7]2[CH2:8][C:9]([F:15])([F:14])[C:10](=[O:13])[N:11]([CH3:12])[C:5]3[CH:4]=[N:3][C:2]([NH:35][C:36]4[CH:49]=[CH:48][C:39]([C:40]([NH:42][CH2:43][CH2:44][N:45]([CH3:46])[CH3:47])=[O:41])=[CH:38][C:37]=4[O:50][CH3:51])=[N:22][C:6]2=3)[CH2:21][CH2:20][CH2:19][CH2:18][CH2:17]1. The catalyst class is: 32. (6) Reactant: [CH3:1][O:2][C:3](=[O:18])[C:4]1[CH:9]=[C:8]([N:10]2[CH:14]=[CH:13][CH:12]=[N:11]2)[CH:7]=[CH:6][C:5]=1[N+:15]([O-])=O. Product: [CH3:1][O:2][C:3](=[O:18])[C:4]1[CH:9]=[C:8]([N:10]2[CH:14]=[CH:13][CH:12]=[N:11]2)[CH:7]=[CH:6][C:5]=1[NH2:15]. The catalyst class is: 256. (7) Reactant: [OH:1][C:2]1[CH:3]=[C:4]([C:10](=O)[CH3:11])[CH:5]=[CH:6][C:7]=1[O:8][CH3:9].Cl.[N+:14]([C:17]1[CH:25]=[CH:24][C:20]([CH2:21][O:22][NH2:23])=[CH:19][CH:18]=1)([O-:16])=[O:15].N1C=CC=CC=1. Product: [N+:14]([C:17]1[CH:18]=[CH:19][C:20]([CH2:21][O:22]/[N:23]=[C:10](/[C:4]2[CH:5]=[CH:6][C:7]([O:8][CH3:9])=[C:2]([OH:1])[CH:3]=2)\[CH3:11])=[CH:24][CH:25]=1)([O-:16])=[O:15]. The catalyst class is: 14. (8) Reactant: [H-].[H-].[H-].[H-].[Li+].[Al+3].[F:7][C:8]([F:21])([F:20])[CH2:9][C:10]([CH2:15][C:16]([F:19])([F:18])[F:17])([C:13]#[N:14])[C:11]#[N:12]. Product: [F:7][C:8]([F:20])([F:21])[CH2:9][C:10]([CH2:15][C:16]([F:17])([F:18])[F:19])([CH2:11][NH2:12])[CH2:13][NH2:14]. The catalyst class is: 28. (9) Reactant: [CH3:1][C:2]1[N:3]=[CH:4][N:5]([C:8]2[CH:9]=[C:10]([NH:14][C:15]([NH2:17])=[S:16])[CH:11]=[CH:12][CH:13]=2)[C:6]=1[CH3:7].Br[CH:19]([C:22]1[CH:27]=[CH:26][CH:25]=[CH:24][C:23]=1[O:28][CH3:29])[CH:20]=O. Product: [CH3:1][C:2]1[N:3]=[CH:4][N:5]([C:8]2[CH:9]=[C:10]([NH:14][C:15]3[S:16][C:19]([C:22]4[CH:27]=[CH:26][CH:25]=[CH:24][C:23]=4[O:28][CH3:29])=[CH:20][N:17]=3)[CH:11]=[CH:12][CH:13]=2)[C:6]=1[CH3:7]. The catalyst class is: 8. (10) Reactant: [CH:1]1([CH2:6][C@H:7]([CH2:18][N:19]([CH:28]=[O:29])[O:20]CC2C=CC=CC=2)[C:8]([N:10]2[CH2:17][CH2:16][CH2:15][C@H:11]2[C:12]([NH2:14])=[O:13])=[O:9])[CH2:5][CH2:4][CH2:3][CH2:2]1. Product: [CH:1]1([CH2:6][C@H:7]([CH2:18][N:19]([CH:28]=[O:29])[OH:20])[C:8]([N:10]2[CH2:17][CH2:16][CH2:15][C@H:11]2[C:12]([NH2:14])=[O:13])=[O:9])[CH2:5][CH2:4][CH2:3][CH2:2]1. The catalyst class is: 5.